From a dataset of Peptide-MHC class II binding affinity with 134,281 pairs from IEDB. Regression. Given a peptide amino acid sequence and an MHC pseudo amino acid sequence, predict their binding affinity value. This is MHC class II binding data. The peptide sequence is IAFFRKEPLKECGGI. The MHC is DRB1_1101 with pseudo-sequence DRB1_1101. The binding affinity (normalized) is 0.571.